From a dataset of Reaction yield outcomes from USPTO patents with 853,638 reactions. Predict the reaction yield, written as a fraction of the theoretical maximum amount of product (1.0 means a 100% yield; for example, 0.34 means a 34% yield). (1) The reactants are [Br-:1].[K+].BrBr.[F:5][C:6]1[CH:13]=[C:12]([O:14][CH3:15])[CH:11]=[CH:10][C:7]=1[CH:8]=[O:9]. The catalyst is O. The product is [Br:1][C:11]1[C:12]([O:14][CH3:15])=[CH:13][C:6]([F:5])=[C:7]([CH:10]=1)[CH:8]=[O:9]. The yield is 0.950. (2) The reactants are [CH2:1]([O:3][C:4](=[O:26])[C@@H:5]([CH2:12][C:13]1[CH:18]=[CH:17][C:16]([NH2:19])=[C:15]([CH3:20])[C:14]=1[CH2:21][O:22][C:23](=[O:25])[CH3:24])[CH2:6][C:7]([O:9][CH2:10][CH3:11])=[O:8])[CH3:2].[Cl:27]N1C(=O)CCC1=O. The catalyst is C(#N)C.C(OCC)(=O)C. The product is [CH2:1]([O:3][C:4](=[O:26])[C@@H:5]([CH2:12][C:13]1[CH:18]=[C:17]([Cl:27])[C:16]([NH2:19])=[C:15]([CH3:20])[C:14]=1[CH2:21][O:22][C:23](=[O:25])[CH3:24])[CH2:6][C:7]([O:9][CH2:10][CH3:11])=[O:8])[CH3:2]. The yield is 0.590. (3) The reactants are [CH:1]([C:4]1[N:5]=[C:6]([CH2:9][O:10][C:11]2[CH:16]=[CH:15][N:14]=[C:13]([NH2:17])[CH:12]=2)[S:7][CH:8]=1)([CH3:3])[CH3:2].[C:18](OC1C=CC(Cl)=C(Cl)C=1Cl)(=[O:23])[CH2:19][C:20]([O-])=[O:21]. The catalyst is C1(C)C(C)=CC=CC=1. The product is [OH:23][C:18]1[N:17]=[C:13]2[CH:12]=[C:11]([O:10][CH2:9][C:6]3[S:7][CH:8]=[C:4]([CH:1]([CH3:3])[CH3:2])[N:5]=3)[CH:16]=[CH:15][N:14]2[C:20](=[O:21])[CH:19]=1. The yield is 0.640. (4) The reactants are [OH:1][C:2]1[CH:7]=[C:6]([CH3:8])[C:5]([C:9](=[O:11])[CH3:10])=[C:4]([CH3:12])[CH:3]=1.Cl[CH2:14][CH:15]1[CH2:17][CH2:16]1.C(=O)([O-])[O-].[K+].[K+]. The catalyst is CN(C=O)C. The product is [CH:15]1([CH2:14][O:1][C:2]2[CH:3]=[C:4]([CH3:12])[C:5]([C:9](=[O:11])[CH3:10])=[C:6]([CH3:8])[CH:7]=2)[CH2:17][CH2:16]1. The yield is 0.990. (5) The reactants are [CH3:1][C:2]1([CH3:17])[C:10]2[C:5](=[CH:6][C:7]([N+:11]([O-])=O)=[CH:8][CH:9]=2)[N:4]([C:14](=[O:16])[CH3:15])[CH2:3]1. The catalyst is CO.[Pd]. The product is [NH2:11][C:7]1[CH:6]=[C:5]2[C:10]([C:2]([CH3:17])([CH3:1])[CH2:3][N:4]2[C:14](=[O:16])[CH3:15])=[CH:9][CH:8]=1. The yield is 0.610. (6) The reactants are C(OC([NH:8][CH2:9][CH:10]1[CH2:15][CH2:14][N:13]([C:16]2[N:20]([CH3:21])[N:19]=[CH:18][C:17]=2[NH:22][C:23]([C:25]2[N:26]=[C:27](Br)[S:28][C:29]=2[NH:30]C(=O)OC(C)(C)C)=[O:24])[CH2:12][CH2:11]1)=O)CCC.[C:39]1(B(O)O)[CH2:43][CH2:42][CH2:41][CH:40]=1. No catalyst specified. The product is [NH2:30][C:29]1[S:28][C:27]([C:39]2[CH2:43][CH2:42][CH2:41][CH:40]=2)=[N:26][C:25]=1[C:23]([NH:22][C:17]1[CH:18]=[N:19][N:20]([CH3:21])[C:16]=1[N:13]1[CH2:14][CH2:15][CH:10]([CH2:9][NH2:8])[CH2:11][CH2:12]1)=[O:24]. The yield is 0.290.